Task: Binary Classification. Given a drug SMILES string, predict its activity (active/inactive) in a high-throughput screening assay against a specified biological target.. Dataset: HIV replication inhibition screening data with 41,000+ compounds from the AIDS Antiviral Screen (1) The compound is CC(=O)N1CN2C(=O)CCC2c2ccccc21. The result is 0 (inactive). (2) The drug is Cn1c(=O)c2cc(O)cnc2n(C)c1=O. The result is 0 (inactive).